From a dataset of TCR-epitope binding with 47,182 pairs between 192 epitopes and 23,139 TCRs. Binary Classification. Given a T-cell receptor sequence (or CDR3 region) and an epitope sequence, predict whether binding occurs between them. The epitope is PROT_97E67BCC. The TCR CDR3 sequence is CASSAMASGSDTQYF. Result: 1 (the TCR binds to the epitope).